Dataset: Catalyst prediction with 721,799 reactions and 888 catalyst types from USPTO. Task: Predict which catalyst facilitates the given reaction. (1) Reactant: [Cl:1][C:2]1[C:3]([O:64]COC)=[C:4]([C:18]2[C:26]3[C:25]([O:27][C@H:28]([CH2:34][C:35]4[CH:40]=[CH:39][CH:38]=[CH:37][C:36]=4[O:41][CH2:42][C:43]4[CH:48]=[CH:47][N:46]=[C:45]([C:49]5[CH:54]=[CH:53][CH:52]=[CH:51][C:50]=5[O:55][CH3:56])[N:44]=4)[C:29]([O:31][CH2:32][CH3:33])=[O:30])=[N:24][CH:23]=[N:22][C:21]=3[S:20][C:19]=2[C:57]2[CH:62]=[CH:61][C:60]([F:63])=[CH:59][CH:58]=2)[CH:5]=[CH:6][C:7]=1[O:8][CH2:9][CH2:10][N:11]1[CH2:16][CH2:15][N:14]([CH3:17])[CH2:13][CH2:12]1. Product: [Cl:1][C:2]1[C:3]([OH:64])=[C:4]([C:18]2[C:26]3[C:25]([O:27][C@H:28]([CH2:34][C:35]4[CH:40]=[CH:39][CH:38]=[CH:37][C:36]=4[O:41][CH2:42][C:43]4[CH:48]=[CH:47][N:46]=[C:45]([C:49]5[CH:54]=[CH:53][CH:52]=[CH:51][C:50]=5[O:55][CH3:56])[N:44]=4)[C:29]([O:31][CH2:32][CH3:33])=[O:30])=[N:24][CH:23]=[N:22][C:21]=3[S:20][C:19]=2[C:57]2[CH:58]=[CH:59][C:60]([F:63])=[CH:61][CH:62]=2)[CH:5]=[CH:6][C:7]=1[O:8][CH2:9][CH2:10][N:11]1[CH2:12][CH2:13][N:14]([CH3:17])[CH2:15][CH2:16]1. The catalyst class is: 422. (2) Reactant: F[C:2]1[CH:3]=[C:4]([O:11][CH3:12])[CH:5]=[CH:6][C:7]=1[N+:8]([O-:10])=[O:9].C(N(C(C)C)CC)(C)C.Cl.Cl.[CH2:24]([O:26][C@H:27]1[CH2:32][CH2:31][C@H:30]([N:33]2[CH2:38][CH2:37][CH:36]([NH2:39])[CH2:35][CH2:34]2)[CH2:29][CH2:28]1)[CH3:25]. Product: [CH2:24]([O:26][C@H:27]1[CH2:28][CH2:29][C@H:30]([N:33]2[CH2:34][CH2:35][CH:36]([NH:39][C:2]3[CH:3]=[C:4]([O:11][CH3:12])[CH:5]=[CH:6][C:7]=3[N+:8]([O-:10])=[O:9])[CH2:37][CH2:38]2)[CH2:31][CH2:32]1)[CH3:25]. The catalyst class is: 9. (3) Reactant: [C:1]([C:5]1[O:9][N:8]=[C:7]([NH2:10])[CH:6]=1)([CH3:4])([CH3:3])[CH3:2].CC([O-])(C)C.[Na+].[Cl:17][C:18]1[N:23]=[C:22](Cl)[CH:21]=[CH:20][N:19]=1.[NH4+].[Cl-]. Product: [C:1]([C:5]1[O:9][N:8]=[C:7]([NH:10][C:20]2[CH:21]=[CH:22][N:23]=[C:18]([Cl:17])[N:19]=2)[CH:6]=1)([CH3:4])([CH3:3])[CH3:2]. The catalyst class is: 664. (4) Reactant: [C:1]([N:20]1[C:28]2[CH:27]=[C:26]([NH2:29])[N:25]=[CH:24][C:23]=2[CH:22]=[N:21]1)([C:14]1[CH:19]=[CH:18][CH:17]=[CH:16][CH:15]=1)([C:8]1[CH:13]=[CH:12][CH:11]=[CH:10][CH:9]=1)[C:2]1[CH:7]=[CH:6][CH:5]=[CH:4][CH:3]=1.C1N=CN([C:35]([N:37]2C=N[CH:39]=[CH:38]2)=[O:36])C=1.CCN(C(C)C)C(C)C.N1C=CN=C1.[F:56][C:57]1[CH:62]=[CH:61][C:60]([C@H](N)C)=[CH:59][CH:58]=1. Product: [F:56][C:57]1[CH:62]=[CH:61][C:60]([C@H:38]([NH:37][C:35]([NH:29][C:26]2[N:25]=[CH:24][C:23]3[CH:22]=[N:21][N:20]([C:1]([C:2]4[CH:3]=[CH:4][CH:5]=[CH:6][CH:7]=4)([C:8]4[CH:13]=[CH:12][CH:11]=[CH:10][CH:9]=4)[C:14]4[CH:19]=[CH:18][CH:17]=[CH:16][CH:15]=4)[C:28]=3[CH:27]=2)=[O:36])[CH3:39])=[CH:59][CH:58]=1. The catalyst class is: 817. (5) Reactant: [CH3:1][N:2]1[CH:7]2[O:8][CH2:9][C:10](=O)[NH:11][C:6]2=[CH:5][CH:4]=[CH:3]1.[H-].[Al+3].[Li+].[H-].[H-].[H-].O.[OH-].[Na+]. Product: [CH3:1][N:2]1[CH:7]2[O:8][CH2:9][CH2:10][NH:11][C:6]2=[CH:5][CH:4]=[CH:3]1. The catalyst class is: 7. (6) Reactant: [CH2:1]([C:5]1[N:10]=[N:9][C:8]([O:11][CH2:12][C@H:13]2[C@@H:18]([OH:19])[CH2:17][CH2:16][NH:15][CH2:14]2)=[CH:7][C:6]=1[C:20]1[CH:25]=[CH:24][C:23]([O:26][CH:27]2[CH2:32][CH2:31][CH2:30][CH2:29][CH2:28]2)=[CH:22][CH:21]=1)[CH2:2][CH2:3][CH3:4].C=O.[C:35](O[BH-](OC(=O)C)OC(=O)C)(=O)C.[Na+]. Product: [CH2:1]([C:5]1[N:10]=[N:9][C:8]([O:11][CH2:12][C@H:13]2[C@@H:18]([OH:19])[CH2:17][CH2:16][N:15]([CH3:35])[CH2:14]2)=[CH:7][C:6]=1[C:20]1[CH:25]=[CH:24][C:23]([O:26][CH:27]2[CH2:32][CH2:31][CH2:30][CH2:29][CH2:28]2)=[CH:22][CH:21]=1)[CH2:2][CH2:3][CH3:4]. The catalyst class is: 2. (7) Reactant: [CH:1]1[N:5]=[CH:4][N:3]([C:6]([N:8]2[CH:12]=[N:11][CH:10]=[CH:9]2)=[O:7])[CH:2]=1.[F:13][C:14]([C:17]1[N:22]=[C:21]([C:23]2[S:27]C(N)=NC=2C)[CH:20]=[CH:19][N:18]=1)([CH3:16])[CH3:15]. Product: [F:13][C:14]([C:17]1[N:22]=[C:21]([C:23]2[S:27][C:4]([NH:3][C:6]([N:8]3[CH:9]=[CH:10][N:11]=[CH:12]3)=[O:7])=[N:5][C:1]=2[CH3:2])[CH:20]=[CH:19][N:18]=1)([CH3:16])[CH3:15]. The catalyst class is: 2. (8) The catalyst class is: 59. Reactant: C1(C(=[N:14][C@@H]2CC[C@H](C(OCC3C=CC=CC=3)=O)C2)C2C=CC=CC=2)C=CC=CC=1.[C:30](Cl)(=[O:34])[C:31](Cl)=O.Cl.[F:37][C:38]([F:50])([F:49])[C:39]1[N:48]=[CH:47][C:42]2[CH2:43][NH:44][NH:45]C[C:41]=2[CH:40]=1.C(N(CC)CC)C. Product: [F:37][C:38]([F:50])([F:49])[C:39]1[N:48]=[CH:47][C:42]2[CH2:43][NH:44][NH:45][CH:31]([C:30]([NH2:14])=[O:34])[C:41]=2[CH:40]=1. (9) Reactant: [Cl:1][C:2]1[CH:3]=[C:4]2[C:9](=[CH:10][CH:11]=1)[CH:8]=[C:7]([S:12]([CH2:15][CH2:16][C:17]([OH:19])=O)(=[O:14])=[O:13])[CH:6]=[CH:5]2.C1C=CC2N(O)N=NC=2C=1.CCN=C=NCCCN(C)C.Cl.Cl.[CH3:43][C:44]1[N:48]2[CH2:49][CH2:50][N:51]([CH:54]3[CH2:59][CH2:58][NH:57][CH2:56][CH2:55]3)[C:52](=[O:53])[C:47]2=[CH:46][N:45]=1.C1CCN2C(=NCCC2)CC1. Product: [Cl:1][C:2]1[CH:3]=[C:4]2[C:9](=[CH:10][CH:11]=1)[CH:8]=[C:7]([S:12]([CH2:15][CH2:16][C:17]([N:57]1[CH2:56][CH2:55][CH:54]([N:51]3[CH2:50][CH2:49][N:48]4[C:44]([CH3:43])=[N:45][CH:46]=[C:47]4[C:52]3=[O:53])[CH2:59][CH2:58]1)=[O:19])(=[O:13])=[O:14])[CH:6]=[CH:5]2. The catalyst class is: 556. (10) Reactant: [C:1]([O:5][C:6]([N:8]1[CH2:13][CH2:12][CH:11]([C:14]2[N:15]([CH2:30][CH2:31]O)[CH:16]=[C:17]([C:19]3[CH:24]=[CH:23][C:22]([F:25])=[C:21]([C:26]([F:29])([F:28])[F:27])[CH:20]=3)[N:18]=2)[CH2:10][CH2:9]1)=[O:7])([CH3:4])([CH3:3])[CH3:2].C([N:35]([CH:39]([CH3:41])C)[CH:36](C)C)C.[CH3:42]S(Cl)(=O)=O.S([O-])(=O)(=O)C.N1CCC1. Product: [C:1]([O:5][C:6]([N:8]1[CH2:13][CH2:12][CH:11]([C:14]2[N:15]([CH2:30][CH2:31][N:35]3[CH2:36][CH2:41][CH2:39]3)[CH:16]=[C:17]([C:19]3[CH:24]=[CH:23][C:22]([F:25])=[C:21]([C:26]([F:27])([F:28])[F:29])[CH:20]=3)[N:18]=2)[CH:10]([CH3:42])[CH2:9]1)=[O:7])([CH3:3])([CH3:2])[CH3:4]. The catalyst class is: 1.